Dataset: NCI-60 drug combinations with 297,098 pairs across 59 cell lines. Task: Regression. Given two drug SMILES strings and cell line genomic features, predict the synergy score measuring deviation from expected non-interaction effect. (1) Drug 1: C1=NC2=C(N1)C(=S)N=C(N2)N. Drug 2: CC1CCC2CC(C(=CC=CC=CC(CC(C(=O)C(C(C(=CC(C(=O)CC(OC(=O)C3CCCCN3C(=O)C(=O)C1(O2)O)C(C)CC4CCC(C(C4)OC)OCCO)C)C)O)OC)C)C)C)OC. Cell line: SK-MEL-2. Synergy scores: CSS=4.25, Synergy_ZIP=-5.92, Synergy_Bliss=-18.8, Synergy_Loewe=-24.7, Synergy_HSA=-22.7. (2) Drug 1: CC=C1C(=O)NC(C(=O)OC2CC(=O)NC(C(=O)NC(CSSCCC=C2)C(=O)N1)C(C)C)C(C)C. Drug 2: C(CC(=O)O)C(=O)CN.Cl. Cell line: MCF7. Synergy scores: CSS=11.0, Synergy_ZIP=-0.744, Synergy_Bliss=-2.06, Synergy_Loewe=-32.7, Synergy_HSA=-1.48. (3) Drug 1: C1CC(=O)NC(=O)C1N2CC3=C(C2=O)C=CC=C3N. Drug 2: C1=NC2=C(N=C(N=C2N1C3C(C(C(O3)CO)O)O)F)N. Cell line: NCIH23. Synergy scores: CSS=6.64, Synergy_ZIP=-3.30, Synergy_Bliss=-5.16, Synergy_Loewe=-9.39, Synergy_HSA=-6.33. (4) Drug 1: C1=CC(=C2C(=C1NCCNCCO)C(=O)C3=C(C=CC(=C3C2=O)O)O)NCCNCCO. Drug 2: CC12CCC3C(C1CCC2OP(=O)(O)O)CCC4=C3C=CC(=C4)OC(=O)N(CCCl)CCCl.[Na+]. Cell line: MOLT-4. Synergy scores: CSS=66.4, Synergy_ZIP=0.705, Synergy_Bliss=0.459, Synergy_Loewe=-26.0, Synergy_HSA=0.903. (5) Drug 1: C1=CC(=CC=C1CC(C(=O)O)N)N(CCCl)CCCl.Cl. Drug 2: CCC1(CC2CC(C3=C(CCN(C2)C1)C4=CC=CC=C4N3)(C5=C(C=C6C(=C5)C78CCN9C7C(C=CC9)(C(C(C8N6C)(C(=O)OC)O)OC(=O)C)CC)OC)C(=O)OC)O.OS(=O)(=O)O. Cell line: COLO 205. Synergy scores: CSS=71.9, Synergy_ZIP=2.65, Synergy_Bliss=-0.394, Synergy_Loewe=-31.6, Synergy_HSA=-3.44.